Task: Regression/Classification. Given a drug SMILES string, predict its toxicity properties. Task type varies by dataset: regression for continuous values (e.g., LD50, hERG inhibition percentage) or binary classification for toxic/non-toxic outcomes (e.g., AMES mutagenicity, cardiotoxicity, hepatotoxicity). Dataset: ld50_zhu.. Dataset: Acute oral toxicity (LD50) regression data from Zhu et al. The drug is c1nc(NC2CC2)c2ncn(C3CC3)c2n1. The rat oral LD50 is 3.22, given as -log10 of the dose in mol/kg body weight (higher means more acutely toxic).